Dataset: Full USPTO retrosynthesis dataset with 1.9M reactions from patents (1976-2016). Task: Predict the reactants needed to synthesize the given product. (1) Given the product [CH3:26][O:25][CH:22]1[CH2:23][CH2:24][N:19]([C:17](=[O:18])[CH2:16][O:15][C:13]2[C:12]3[C:7](=[CH:8][C:9]([CH3:27])=[CH:10][CH:11]=3)[N:6]=[C:5]([C:3]([OH:4])=[O:2])[CH:14]=2)[CH2:20][CH2:21]1, predict the reactants needed to synthesize it. The reactants are: C[O:2][C:3]([C:5]1[CH:14]=[C:13]([O:15][CH2:16][C:17]([N:19]2[CH2:24][CH2:23][CH:22]([O:25][CH3:26])[CH2:21][CH2:20]2)=[O:18])[C:12]2[C:7](=[CH:8][C:9]([CH3:27])=[CH:10][CH:11]=2)[N:6]=1)=[O:4].[OH-].[Na+]. (2) Given the product [CH2:21]([O:20][C:18]([N:8]1[CH2:13][CH2:12][CH:11]([C:14]([OH:16])=[O:15])[CH2:10][CH2:9]1)=[O:19])[C:22]1[CH:27]=[CH:26][CH:25]=[CH:24][CH:23]=1, predict the reactants needed to synthesize it. The reactants are: C(N(CC)CC)C.[NH:8]1[CH2:13][CH2:12][CH:11]([C:14]([OH:16])=[O:15])[CH2:10][CH2:9]1.Cl[C:18]([O:20][CH2:21][C:22]1[CH:27]=[CH:26][CH:25]=[CH:24][CH:23]=1)=[O:19].